This data is from Merck oncology drug combination screen with 23,052 pairs across 39 cell lines. The task is: Regression. Given two drug SMILES strings and cell line genomic features, predict the synergy score measuring deviation from expected non-interaction effect. (1) Cell line: KPL1. Drug 2: CS(=O)(=O)CCNCc1ccc(-c2ccc3ncnc(Nc4ccc(OCc5cccc(F)c5)c(Cl)c4)c3c2)o1. Synergy scores: synergy=1.38. Drug 1: Nc1ccn(C2OC(CO)C(O)C2(F)F)c(=O)n1. (2) Drug 1: COc1cccc2c1C(=O)c1c(O)c3c(c(O)c1C2=O)CC(O)(C(=O)CO)CC3OC1CC(N)C(O)C(C)O1. Drug 2: O=C(O)C1(Cc2cccc(Nc3nccs3)n2)CCC(Oc2cccc(Cl)c2F)CC1. Cell line: DLD1. Synergy scores: synergy=9.76. (3) Cell line: HCT116. Synergy scores: synergy=-35.4. Drug 1: CN(Cc1cnc2nc(N)nc(N)c2n1)c1ccc(C(=O)NC(CCC(=O)O)C(=O)O)cc1. Drug 2: Cc1nc(Nc2ncc(C(=O)Nc3c(C)cccc3Cl)s2)cc(N2CCN(CCO)CC2)n1.